This data is from Peptide-MHC class I binding affinity with 185,985 pairs from IEDB/IMGT. The task is: Regression. Given a peptide amino acid sequence and an MHC pseudo amino acid sequence, predict their binding affinity value. This is MHC class I binding data. The peptide sequence is GSAKELHAV. The MHC is HLA-B27:05 with pseudo-sequence HLA-B27:05. The binding affinity (normalized) is 0.